From a dataset of Full USPTO retrosynthesis dataset with 1.9M reactions from patents (1976-2016). Predict the reactants needed to synthesize the given product. (1) Given the product [Br:25][C:26]1[CH:27]=[C:28]2[C:32](=[CH:33][CH:34]=1)[N:31]([CH:35]1[CH2:40][CH2:39][CH2:38][CH2:37][O:36]1)[N:30]=[C:29]2[C:41]([NH:53][C:54]1[CH:59]=[N:58][C:57]([C:60]([F:63])([F:61])[F:62])=[CH:56][CH:55]=1)=[O:43], predict the reactants needed to synthesize it. The reactants are: CN(C(ON1N=NC2C=CC=NC1=2)=[N+](C)C)C.F[P-](F)(F)(F)(F)F.[Br:25][C:26]1[CH:27]=[C:28]2[C:32](=[CH:33][CH:34]=1)[N:31]([CH:35]1[CH2:40][CH2:39][CH2:38][CH2:37][O:36]1)[N:30]=[C:29]2[C:41]([OH:43])=O.C(N(C(C)C)CC)(C)C.[NH2:53][C:54]1[CH:55]=[CH:56][C:57]([C:60]([F:63])([F:62])[F:61])=[N:58][CH:59]=1. (2) Given the product [C:31]([O:19][CH2:18][CH2:17][CH2:16][S:13]([C:2]([F:1])([F:20])[C:3]([F:11])([F:12])[C:4]([F:10])([F:9])[C:5]([F:8])([F:7])[F:6])(=[O:15])=[O:14])(=[O:34])[CH:32]=[CH2:33], predict the reactants needed to synthesize it. The reactants are: [F:1][C:2]([F:20])([S:13]([CH2:16][CH2:17][CH2:18][OH:19])(=[O:15])=[O:14])[C:3]([F:12])([F:11])[C:4]([F:10])([F:9])[C:5]([F:8])([F:7])[F:6].C(N(CC)CC)C.[Cl-].[Ca+2].[Cl-].[C:31](Cl)(=[O:34])[CH:32]=[CH2:33]. (3) Given the product [Br:9][C:10]1[CH:17]=[CH:16][C:13]([CH2:14][N:3]2[CH2:4][C@@H:5]3[CH2:8][C@H:2]2[CH2:7][O:6]3)=[CH:12][CH:11]=1, predict the reactants needed to synthesize it. The reactants are: Cl.[C@H:2]12[CH2:8][C@H:5]([O:6][CH2:7]1)[CH2:4][NH:3]2.[Br:9][C:10]1[CH:17]=[CH:16][C:13]([CH2:14]Br)=[CH:12][CH:11]=1.C(N(CC)CC)C. (4) The reactants are: [NH2:1][CH2:2][C:3]1[C:4]([F:23])=[C:5]([O:10][C:11]2[CH:12]=[C:13]([CH:16]=[C:17]([C:19]([F:22])([F:21])[F:20])[CH:18]=2)[C:14]#[N:15])[C:6]([Cl:9])=[CH:7][CH:8]=1.[Br:24][C:25]1[N:26]=[C:27]([CH3:33])[NH:28][C:29]=1[C:30]([OH:32])=[O:31].CN(C(ON1N=NC2C=CC=NC1=2)=[N+](C)C)C.F[P-](F)(F)(F)(F)F.C(N(C(C)C)CC)(C)C.CN([CH:70]=[O:71])C. Given the product [F:20][C:19]([F:22])([F:21])[C:70]([OH:71])=[O:31].[Br:24][C:25]1[N:26]=[C:27]([CH3:33])[NH:28][C:29]=1[C:30]([NH:1][CH2:2][C:3]1[CH:8]=[CH:7][C:6]([Cl:9])=[C:5]([O:10][C:11]2[CH:18]=[C:17]([C:19]([F:20])([F:21])[F:22])[CH:16]=[C:13]([C:14]#[N:15])[CH:12]=2)[C:4]=1[F:23])=[O:32], predict the reactants needed to synthesize it. (5) Given the product [CH3:18][C:15]1([CH3:19])[O:14][C@H:13]([CH2:12][O:11][C:7]2[C:6]([CH3:20])=[C:5]([CH2:4][C:3]([OH:21])=[O:2])[CH:10]=[CH:9][CH:8]=2)[CH2:17][O:16]1, predict the reactants needed to synthesize it. The reactants are: C[O:2][C:3](=[O:21])[CH2:4][C:5]1[CH:10]=[CH:9][CH:8]=[C:7]([O:11][CH2:12][C@@H:13]2[CH2:17][O:16][C:15]([CH3:19])([CH3:18])[O:14]2)[C:6]=1[CH3:20].[OH-].[Li+]. (6) Given the product [CH2:7]([O:6][C:4](=[O:5])[CH:3]([CH3:14])[C:2]([C:9]1[O:10][CH:11]=[CH:12][CH:13]=1)=[O:1])[CH3:8], predict the reactants needed to synthesize it. The reactants are: [O:1]=[C:2]([C:9]1[O:10][CH:11]=[CH:12][CH:13]=1)[CH2:3][C:4]([O:6][CH2:7][CH3:8])=[O:5].[CH3:14][Si]([N-][Si](C)(C)C)(C)C.[Li+].CI.Cl.